Predict the reaction yield, written as a fraction of the theoretical maximum amount of product (1.0 means a 100% yield; for example, 0.34 means a 34% yield). From a dataset of Reaction yield outcomes from USPTO patents with 853,638 reactions. (1) The catalyst is CN(C)C=O.C(OCC)(=O)C. The product is [C:19]([C:7]1[C:8]2[S:12][C:11]([NH:13][C:14](=[O:16])[CH3:15])=[N:10][C:9]=2[CH:17]=[CH:18][C:6]=1[O:5][C:4]1[CH:21]=[CH:22][CH:23]=[C:2]([NH:1][C:25](=[O:26])[NH:24][C:27]2[CH:32]=[CH:31][C:30]([O:33][C:34]([F:35])([F:37])[F:36])=[CH:29][CH:28]=2)[CH:3]=1)#[N:20]. The yield is 0.600. The reactants are [NH2:1][C:2]1[CH:3]=[C:4]([CH:21]=[CH:22][CH:23]=1)[O:5][C:6]1[CH:18]=[CH:17][C:9]2[N:10]=[C:11]([NH:13][C:14](=[O:16])[CH3:15])[S:12][C:8]=2[C:7]=1[C:19]#[N:20].[N:24]([C:27]1[CH:32]=[CH:31][C:30]([O:33][C:34]([F:37])([F:36])[F:35])=[CH:29][CH:28]=1)=[C:25]=[O:26]. (2) The catalyst is O1CCOCC1.C1C=CC(P(C2C=CC=CC=2)[C-]2C=CC=C2)=CC=1.C1C=CC(P(C2C=CC=CC=2)[C-]2C=CC=C2)=CC=1.Cl[Pd]Cl.[Fe+2].C(Cl)Cl. The product is [O:29]=[S:2]1(=[O:1])[CH2:3][CH2:4][CH:5]([C:8]2[C:16]3[C:11](=[C:12]([C:26]([NH2:28])=[O:27])[CH:13]=[C:14]([C:37]4[CH:38]=[C:39]([CH2:42][CH2:43][CH2:44][OH:45])[S:40][CH:41]=4)[CH:15]=3)[NH:10][CH:9]=2)[CH2:6][CH2:7]1. The reactants are [O:1]=[S:2]1(=[O:29])[CH2:7][CH2:6][CH:5]([C:8]2[C:16]3[C:11](=[C:12]([C:26]([NH2:28])=[O:27])[CH:13]=[C:14](B4OC(C)(C)C(C)(C)O4)[CH:15]=3)[NH:10][CH:9]=2)[CH2:4][CH2:3]1.C([O-])([O-])=O.[K+].[K+].Br[C:37]1[CH:38]=[C:39]([CH2:42][CH2:43][CH2:44][OH:45])[S:40][CH:41]=1.O. The yield is 0.410. (3) The reactants are C=CC(O)=O.C(O)C(N)(CO)CO.Cl.COC(C1C=CC(O)=CC=1)=O.[CH:26]1[N:30]([CH2:31][O:32][CH:33]([CH2:36][OH:37])[CH2:34][OH:35])[C:29]2[N:38]=[C:39]([NH2:43])[N:40]=[C:41]([O-:42])[C:28]=2[N:27]=1.[Na+]. No catalyst specified. The product is [CH:26]1[N:30]([CH2:31][O:32][CH:33]([CH2:36][OH:37])[CH2:34][OH:35])[C:29]2[N:38]=[C:39]([NH2:43])[N:40]=[C:41]([OH:42])[C:28]=2[N:27]=1. The yield is 0.0200. (4) The reactants are [F:1][C:2]1[CH:8]=[CH:7][C:5]([NH2:6])=[CH:4][CH:3]=1.[CH:9]([O:11][CH2:12][CH3:13])=[O:10].C1(C)C(S([CH2:23][N+:24]#[C-:25])(=O)=O)=CC=CC=1.[CH2:27](O)C. No catalyst specified. The product is [F:1][C:2]1[CH:8]=[CH:7][C:5]([N:6]2[C:27]([C:9]([O:11][CH2:12][CH3:13])=[O:10])=[CH:23][N:24]=[CH:25]2)=[CH:4][CH:3]=1. The yield is 0.850.